Dataset: Full USPTO retrosynthesis dataset with 1.9M reactions from patents (1976-2016). Task: Predict the reactants needed to synthesize the given product. (1) Given the product [C:1]([Si:5]([CH3:22])([CH3:21])[O:6][C@H:7]1[CH2:12][CH2:11][C@H:10]([N:13]2[CH2:18][CH2:17][CH2:16][CH2:15][C:14]2=[O:20])[CH2:9][CH2:8]1)([CH3:4])([CH3:3])[CH3:2], predict the reactants needed to synthesize it. The reactants are: [C:1]([Si:5]([CH3:22])([CH3:21])[O:6][C@H:7]1[CH2:12][CH2:11][C@H:10]([NH:13][C:14](=[O:20])[CH2:15][CH2:16][CH2:17][CH2:18]Cl)[CH2:9][CH2:8]1)([CH3:4])([CH3:3])[CH3:2].[H-].[Na+]. (2) Given the product [CH3:23][C:13]1[S:14][C:15]([C:16]2[CH:17]=[C:18]([CH3:22])[CH:19]=[CH:20][CH:21]=2)=[C:11]([C:9]([N:8]2[CH2:7][C@@H:6]3[C@@H:4]([CH2:5]3)[C@H:3]2[CH2:2][NH:1][C:34]([C:25]2[CH:26]=[N:27][C:28]3[C:33](=[CH:32][CH:31]=[CH:30][CH:29]=3)[N:24]=2)=[O:35])=[O:10])[N:12]=1, predict the reactants needed to synthesize it. The reactants are: [NH2:1][CH2:2][C@H:3]1[N:8]([C:9]([C:11]2[N:12]=[C:13]([CH3:23])[S:14][C:15]=2[C:16]2[CH:17]=[C:18]([CH3:22])[CH:19]=[CH:20][CH:21]=2)=[O:10])[CH2:7][C@@H:6]2[C@H:4]1[CH2:5]2.[N:24]1[C:33]2[C:28](=[CH:29][CH:30]=[CH:31][CH:32]=2)[N:27]=[CH:26][C:25]=1[C:34](O)=[O:35]. (3) Given the product [C:9]([O:13][C:14]([N:16]1[CH2:21][CH2:20][N:19]([C:6]2[CH:5]=[CH:4][N:3]=[C:2]([Cl:1])[CH:7]=2)[CH2:18][CH2:17]1)=[O:15])([CH3:12])([CH3:10])[CH3:11], predict the reactants needed to synthesize it. The reactants are: [Cl:1][C:2]1[CH:7]=[C:6](Br)[CH:5]=[CH:4][N:3]=1.[C:9]([O:13][C:14]([N:16]1[CH2:21][CH2:20][NH:19][CH2:18][CH2:17]1)=[O:15])([CH3:12])([CH3:11])[CH3:10].CC(C)([O-])C.[Na+]. (4) The reactants are: C([N:9]1[C:17]2[C:12](=[CH:13][CH:14]=[CH:15][CH:16]=2)[C:11](=[C:18](Cl)[C:19]2[CH:24]=[CH:23][CH:22]=[CH:21][CH:20]=2)[C:10]1=[O:26])(=O)C1C=CC=CC=1.[C:27]([O:31][C:32]([NH:34][CH2:35][C:36]1[CH:37]=[C:38]([CH:40]=[CH:41][CH:42]=1)[NH2:39])=[O:33])([CH3:30])([CH3:29])[CH3:28]. Given the product [C:27]([O:31][C:32]([NH:34][CH2:35][C:36]1[CH:37]=[C:38]([NH:39]/[C:18](=[C:11]2\[C:10](=[O:26])[NH:9][C:17]3[C:12]\2=[CH:13][CH:14]=[CH:15][CH:16]=3)/[C:19]2[CH:20]=[CH:21][CH:22]=[CH:23][CH:24]=2)[CH:40]=[CH:41][CH:42]=1)=[O:33])([CH3:30])([CH3:28])[CH3:29], predict the reactants needed to synthesize it. (5) The reactants are: Cl.[CH3:2][C:3]([CH3:48])([CH3:47])[CH2:4][C:5]1[N:6]=[C:7]([CH2:29][C:30]([C:36]2[CH:41]=[CH:40][C:39]([N:42]3[N:46]=[CH:45][CH:44]=[N:43]3)=[CH:38][CH:37]=2)([OH:35])[C:31]([F:34])([F:33])[F:32])[N:8](C(C2C=CC=CC=2)(C2C=CC=CC=2)C2C=CC=CC=2)[CH:9]=1. Given the product [CH3:2][C:3]([CH3:48])([CH3:47])[CH2:4][C:5]1[N:6]=[C:7]([CH2:29][C:30]([C:36]2[CH:41]=[CH:40][C:39]([N:42]3[N:46]=[CH:45][CH:44]=[N:43]3)=[CH:38][CH:37]=2)([OH:35])[C:31]([F:32])([F:33])[F:34])[NH:8][CH:9]=1, predict the reactants needed to synthesize it. (6) Given the product [NH2:8][C:9]1[N:14]=[CH:13][C:12]([C:15]2[C:16]3[CH2:29][CH2:28][N:27]([C:30]4[CH:31]=[CH:32][C:33]([C:34]([NH:50][CH2:51][CH2:52][O:53][CH2:54][CH2:55][OH:56])=[O:35])=[CH:37][CH:38]=4)[C:17]=3[N:18]=[C:19]([N:21]3[CH2:26][CH2:25][O:24][CH2:23][CH2:22]3)[N:20]=2)=[CH:11][N:10]=1, predict the reactants needed to synthesize it. The reactants are: COC1C=CC(C[N:8](CC2C=CC(OC)=CC=2)[C:9]2[N:14]=[CH:13][C:12]([C:15]3[C:16]4[CH2:29][CH2:28][N:27]([C:30]5[CH:38]=[CH:37][C:33]([C:34](O)=[O:35])=[CH:32][CH:31]=5)[C:17]=4[N:18]=[C:19]([N:21]4[CH2:26][CH2:25][O:24][CH2:23][CH2:22]4)[N:20]=3)=[CH:11][N:10]=2)=CC=1.[NH2:50][CH2:51][CH2:52][O:53][CH2:54][CH2:55][OH:56].